This data is from Reaction yield outcomes from USPTO patents with 853,638 reactions. The task is: Predict the reaction yield, written as a fraction of the theoretical maximum amount of product (1.0 means a 100% yield; for example, 0.34 means a 34% yield). (1) The reactants are [CH2:1]([N:3]1[C:7]2=[N:8][C:9]([CH2:29][CH3:30])=[C:10]([CH2:19][NH:20][C:21]([C:23]3([C:26]([OH:28])=O)[CH2:25][CH2:24]3)=[O:22])[C:11]([NH:12][CH:13]3[CH2:18][CH2:17][O:16][CH2:15][CH2:14]3)=[C:6]2[CH:5]=[N:4]1)[CH3:2].C[N:32](C(ON1N=NC2C=CC=CC1=2)=[N+](C)C)C.F[P-](F)(F)(F)(F)F.CCN(CC)CC.[Br:62][C:63]1[CH:64]=[C:65]([CH2:70]N)[CH:66]=[CH:67][C:68]=1[Cl:69]. The catalyst is C(Cl)Cl. The product is [Br:62][C:63]1[CH:64]=[C:65]([CH2:70][N:20]([CH2:19][C:10]2[C:11]([NH:12][CH:13]3[CH2:14][CH2:15][O:16][CH2:17][CH2:18]3)=[C:6]3[CH:5]=[N:4][N:3]([CH2:1][CH3:2])[C:7]3=[N:8][C:9]=2[CH2:29][CH3:30])[C:21]([C:23]2([C:26]([NH2:32])=[O:28])[CH2:24][CH2:25]2)=[O:22])[CH:66]=[CH:67][C:68]=1[Cl:69]. The yield is 0.0224. (2) The reactants are Br[C:2]1[CH:3]=[CH:4][C:5]([CH2:8][O:9][C@@H:10]2[CH2:15][O:14][C:13]3=[N:16][C:17]([N+:19]([O-:21])=[O:20])=[CH:18][N:12]3[CH2:11]2)=[N:6][CH:7]=1.[C:22]([Si](C)(C)C)#[CH:23]. The catalyst is CN(C=O)C.CCN(CC)CC.Cl[Pd](Cl)([P](C1C=CC=CC=1)(C1C=CC=CC=1)C1C=CC=CC=1)[P](C1C=CC=CC=1)(C1C=CC=CC=1)C1C=CC=CC=1.[Cu](I)I. The product is [C:22]([C:2]1[CH:3]=[CH:4][C:5]([CH2:8][O:9][C@@H:10]2[CH2:15][O:14][C:13]3=[N:16][C:17]([N+:19]([O-:21])=[O:20])=[CH:18][N:12]3[CH2:11]2)=[N:6][CH:7]=1)#[CH:23]. The yield is 0.680.